Predict hERG channel inhibition at various concentrations. From a dataset of hERG Central: cardiac toxicity at 1µM, 10µM, and general inhibition. (1) Results: hERG_inhib (hERG inhibition (general)): blocker. The molecule is CCCOc1ccc(C(=O)N2CCN(Cc3ccc4c(c3)OCO4)CC2)cc1. (2) The molecule is Cc1c(C(=O)NC2CCN(Cc3ccccc3)C2)oc2c(Cl)cccc12. Results: hERG_inhib (hERG inhibition (general)): blocker. (3) The drug is Cc1ccc(NC2=C(Cl)C(=O)OC2OC(=O)c2ccc(C)cc2)cc1. Results: hERG_inhib (hERG inhibition (general)): blocker. (4) The drug is CCOC(=O)c1sc2nc(SCC#N)n(CCCN3CCCC3=O)c(=O)c2c1C. Results: hERG_inhib (hERG inhibition (general)): blocker. (5) The compound is CCC1CCCN1Cn1cnc2c([nH]c3ccc(C)cc32)c1=O. Results: hERG_inhib (hERG inhibition (general)): blocker.